From a dataset of Forward reaction prediction with 1.9M reactions from USPTO patents (1976-2016). Predict the product of the given reaction. (1) Given the reactants [Cl:1][C:2]1[CH:3]=[C:4]([CH:8]=[CH:9][C:10]=1[CH3:11])[CH:5]=[N:6][OH:7].ClN1C(=O)CCC1=O.[Cl:20][C:21]1[CH:22]=[C:23]([C:28]([C:30]([F:33])([F:32])[F:31])=[CH2:29])[CH:24]=[C:25]([Cl:27])[CH:26]=1.C(=O)([O-])O.[K+], predict the reaction product. The product is: [Cl:1][C:2]1[CH:3]=[C:4]([C:5]2[CH2:29][C:28]([C:23]3[CH:24]=[C:25]([Cl:27])[CH:26]=[C:21]([Cl:20])[CH:22]=3)([C:30]([F:31])([F:33])[F:32])[O:7][N:6]=2)[CH:8]=[CH:9][C:10]=1[CH3:11]. (2) Given the reactants [NH2:1][C:2]1[C:7]([C:8]([F:11])([F:10])[F:9])=[CH:6][CH:5]=[CH:4][C:3]=1[C:12]([C:14]1[CH:19]=[CH:18][CH:17]=[C:16]([OH:20])[CH:15]=1)=O.[F:21][C:22]1[CH:27]=[CH:26][C:25]([CH2:28][CH:29]=O)=[CH:24][CH:23]=1, predict the reaction product. The product is: [F:21][C:22]1[CH:27]=[CH:26][C:25]([C:28]2[CH:29]=[N:1][C:2]3[C:3]([C:12]=2[C:14]2[CH:15]=[C:16]([OH:20])[CH:17]=[CH:18][CH:19]=2)=[CH:4][CH:5]=[CH:6][C:7]=3[C:8]([F:11])([F:10])[F:9])=[CH:24][CH:23]=1.